From a dataset of Full USPTO retrosynthesis dataset with 1.9M reactions from patents (1976-2016). Predict the reactants needed to synthesize the given product. (1) Given the product [N:14]1([CH:11]2[CH2:12][CH2:13][N:8]([CH2:7][C:6]3[CH:5]=[C:4]([NH2:1])[C:22]([NH2:23])=[CH:21][CH:20]=3)[CH2:9][CH2:10]2)[CH2:19][CH2:18][CH2:17][CH2:16][CH2:15]1, predict the reactants needed to synthesize it. The reactants are: [N+:1]([C:4]1[CH:5]=[C:6]([CH:20]=[CH:21][C:22]=1[N+:23]([O-])=O)[CH2:7][N:8]1[CH2:13][CH2:12][CH:11]([N:14]2[CH2:19][CH2:18][CH2:17][CH2:16][CH2:15]2)[CH2:10][CH2:9]1)([O-])=O. (2) Given the product [CH3:18][Si:17]([CH3:20])([CH3:19])[CH2:16][CH2:15][O:14][CH2:13][N:7]1[CH:8]=[C:9]([C:11]#[N:12])[N:10]=[CH:6]1, predict the reactants needed to synthesize it. The reactants are: C(OC([C:6]1[N:7]([CH2:13][O:14][CH2:15][CH2:16][Si:17]([CH3:20])([CH3:19])[CH3:18])[CH:8]=[C:9]([C:11]#[N:12])[N:10]=1)=O)C.[OH-].[K+]. (3) Given the product [F:4][C:5]1[CH:6]=[C:7]2[C:25](=[CH:26][CH:27]=1)[O:24][CH2:23][CH2:22][N:21]([S:40]([CH3:39])(=[O:42])=[O:41])[CH2:20][C:19]1=[C:28]3[N:29]=[C:13]([CH:14]=[CH:15][N:16]3[N:17]=[CH:18]1)[N:12]1[C@@H:8]2[CH2:9][CH2:10][CH2:11]1, predict the reactants needed to synthesize it. The reactants are: C(Cl)Cl.[F:4][C:5]1[CH:6]=[C:7]2[C:25](=[CH:26][CH:27]=1)[O:24][CH2:23][CH2:22][NH:21][CH2:20][C:19]1=[C:28]3[N:29]=[C:13]([CH:14]=[CH:15][N:16]3[N:17]=[CH:18]1)[N:12]1[C@@H:8]2[CH2:9][CH2:10][CH2:11]1.CCN(C(C)C)C(C)C.[CH3:39][S:40](Cl)(=[O:42])=[O:41].